The task is: Predict the product of the given reaction.. This data is from Forward reaction prediction with 1.9M reactions from USPTO patents (1976-2016). (1) The product is: [F:15][C:6]1[C:5]2[O:4][CH2:3][CH:2]([NH:1][CH:29]([CH3:30])[CH2:28][CH2:27][CH2:26][C:20]3[C:19]4[C:23](=[CH:24][CH:25]=[C:17]([F:16])[CH:18]=4)[NH:22][CH:21]=3)[CH2:11][C:10]=2[C:9]([C:12]([NH2:14])=[O:13])=[CH:8][CH:7]=1. Given the reactants [NH2:1][CH:2]1[CH2:11][C:10]2[C:9]([C:12]([NH2:14])=[O:13])=[CH:8][CH:7]=[C:6]([F:15])[C:5]=2[O:4][CH2:3]1.[F:16][C:17]1[CH:18]=[C:19]2[C:23](=[CH:24][CH:25]=1)[NH:22][CH:21]=[C:20]2[CH2:26][CH2:27][CH2:28][C:29](=O)[CH3:30].C(O)(=O)C.C(O[BH-](OC(=O)C)OC(=O)C)(=O)C.[Na+], predict the reaction product. (2) Given the reactants [C:1]([C:5]1[CH:37]=[CH:36][C:8]([C:9]([NH:11][C:12]2[CH:17]=[C:16](F)[CH:15]=[C:14]([C:19]3[C:20]4[CH:27]=[C:26]([C:28]5[CH2:33][CH2:32][CH:31]([OH:34])[CH2:30][CH:29]=5)[NH:25][C:21]=4[N:22]=[CH:23][N:24]=3)[C:13]=2[CH3:35])=[O:10])=[CH:7][CH:6]=1)([CH3:4])([CH3:3])[CH3:2].C(C1C=CC(C(NC2C=CC=C(C3C4C=C(C5CCC(=O)CC=5)NC=4N=CN=3)C=2C)=O)=CC=1)(C)(C)C, predict the reaction product. The product is: [C:1]([C:5]1[CH:6]=[CH:7][C:8]([C:9]([NH:11][C:12]2[CH:17]=[CH:16][CH:15]=[C:14]([C:19]3[C:20]4[CH:27]=[C:26]([C:28]5[CH2:33][CH2:32][CH:31]([OH:34])[CH2:30][CH:29]=5)[NH:25][C:21]=4[N:22]=[CH:23][N:24]=3)[C:13]=2[CH3:35])=[O:10])=[CH:36][CH:37]=1)([CH3:4])([CH3:2])[CH3:3]. (3) Given the reactants [C:1]([CH2:4][NH:5][CH:6]1[CH2:10][CH2:9][N:8]([C:11]2[CH:16]=[CH:15][C:14]([NH:17][C:18](=[O:28])[CH:19]([C:21]3[CH:26]=[CH:25][C:24]([OH:27])=[CH:23][CH:22]=3)[CH3:20])=[CH:13][CH:12]=2)[CH2:7]1)(=[O:3])[CH3:2].Br[CH2:30][CH:31]1[CH2:34][CH2:33][CH2:32]1, predict the reaction product. The product is: [C:1]([CH2:4][NH:5][CH:6]1[CH2:10][CH2:9][N:8]([C:11]2[CH:12]=[CH:13][C:14]([NH:17][C:18](=[O:28])[CH:19]([C:21]3[CH:26]=[CH:25][C:24]([O:27][CH2:30][CH:31]4[CH2:34][CH2:33][CH2:32]4)=[CH:23][CH:22]=3)[CH3:20])=[CH:15][CH:16]=2)[CH2:7]1)(=[O:3])[CH3:2]. (4) Given the reactants [O:1]1[CH2:5][CH2:4][C@@H:3]([N:6]2[CH2:10][CH2:9][NH:8][C:7]2=[O:11])[CH2:2]1.[O-]P([O-])([O-])=O.[K+].[K+].[K+].Br[C:21]1[CH:29]=[CH:28][CH:27]=[C:26]2[C:22]=1[CH:23]=[N:24][N:25]2[C:30]1[CH:35]=[CH:34][CH:33]=[CH:32][C:31]=1[F:36].CN[C@@H]1CCCC[C@H]1NC, predict the reaction product. The product is: [F:36][C:31]1[CH:32]=[CH:33][CH:34]=[CH:35][C:30]=1[N:25]1[C:26]2[C:22](=[C:21]([N:8]3[CH2:9][CH2:10][N:6]([C@@H:3]4[CH2:4][CH2:5][O:1][CH2:2]4)[C:7]3=[O:11])[CH:29]=[CH:28][CH:27]=2)[CH:23]=[N:24]1. (5) Given the reactants [Cl:1][C:2]1[CH:3]=[C:4]([C:8]2[O:9][N:10]=[C:11]3[CH:16]=[CH:15][C:14]([CH:17]([C:19]4[S:20][CH:21]=[C:22]([C:24]5[CH:29]=[CH:28][CH:27]=[CH:26][CH:25]=5)[N:23]=4)[OH:18])=[CH:13][C:12]=23)[CH:5]=[CH:6][CH:7]=1, predict the reaction product. The product is: [Cl:1][C:2]1[CH:3]=[C:4]([C:8]2[O:9][N:10]=[C:11]3[CH:16]=[CH:15][C:14]([C:17]([C:19]4[S:20][CH:21]=[C:22]([C:24]5[CH:25]=[CH:26][CH:27]=[CH:28][CH:29]=5)[N:23]=4)=[O:18])=[CH:13][C:12]=23)[CH:5]=[CH:6][CH:7]=1. (6) The product is: [N:5]1[CH:2]=[CH:3][N:13]2[CH:12]=[CH:11][C:8]([C:9]#[N:10])=[CH:7][C:6]=12. Given the reactants Cl[CH2:2][CH:3]=O.[NH2:5][C:6]1[CH:7]=[C:8]([CH:11]=[CH:12][N:13]=1)[C:9]#[N:10].C([O-])(O)=O.[Na+], predict the reaction product.